Task: Predict which catalyst facilitates the given reaction.. Dataset: Catalyst prediction with 721,799 reactions and 888 catalyst types from USPTO (1) Reactant: II.[Mg].Br[C:5]1[CH:10]=[CH:9][C:8]([C:11]2[CH:16]=[CH:15][CH:14]=[CH:13][CH:12]=2)=[C:7]([Cl:17])[CH:6]=1.[C:18](=[O:20])=[O:19].Cl. Product: [Cl:17][C:7]1[CH:6]=[C:5]([C:18]([OH:20])=[O:19])[CH:10]=[CH:9][C:8]=1[C:11]1[CH:16]=[CH:15][CH:14]=[CH:13][CH:12]=1. The catalyst class is: 7. (2) Reactant: [N:1]1[CH:6]=[CH:5][CH:4]=[CH:3][C:2]=1[C:7]([OH:9])=O.[NH2:10][C:11]1[S:12][C:13]([CH3:16])=[CH:14][N:15]=1.O. Product: [CH3:16][C:13]1[S:12][C:11]([NH:10][C:7]([C:2]2[CH:3]=[CH:4][CH:5]=[CH:6][N:1]=2)=[O:9])=[N:15][CH:14]=1. The catalyst class is: 266. (3) Reactant: C(Cl)(=O)C(Cl)=O.[C:7]([C:11]1[CH:16]=[CH:15][C:14]([S:17]([NH:20][CH2:21][C:22]2[CH:30]=[CH:29][C:25]([C:26]([OH:28])=O)=[CH:24][CH:23]=2)(=[O:19])=[O:18])=[CH:13][CH:12]=1)([CH3:10])([CH3:9])[CH3:8].[N:31]1([C:37]2[N:42]=[CH:41][C:40]([NH2:43])=[CH:39][CH:38]=2)[CH2:36][CH2:35][O:34][CH2:33][CH2:32]1. Product: [C:7]([C:11]1[CH:12]=[CH:13][C:14]([S:17]([NH:20][CH2:21][C:22]2[CH:23]=[CH:24][C:25]([C:26]([NH:43][C:40]3[CH:41]=[N:42][C:37]([N:31]4[CH2:32][CH2:33][O:34][CH2:35][CH2:36]4)=[CH:38][CH:39]=3)=[O:28])=[CH:29][CH:30]=2)(=[O:18])=[O:19])=[CH:15][CH:16]=1)([CH3:9])([CH3:10])[CH3:8]. The catalyst class is: 198. (4) Reactant: [O:1]1CCCO[CH:2]1[C:7]1[C:12]([C:13]2[CH:18]=[CH:17][C:16]([O:19][CH2:20][C:21]3[CH:30]=[CH:29][C:28]4[C:23](=[CH:24][CH:25]=[CH:26][CH:27]=4)[N:22]=3)=[CH:15][CH:14]=2)=[C:11]([C:31]2[CH:36]=[CH:35][N:34]=[CH:33][CH:32]=2)[CH:10]=[CH:9][CH:8]=1.O.C1(C)C=CC(S(O)(=O)=O)=CC=1. Product: [N:34]1[CH:33]=[CH:32][C:31]([C:11]2[CH:10]=[CH:9][CH:8]=[C:7]([CH:2]=[O:1])[C:12]=2[C:13]2[CH:14]=[CH:15][C:16]([O:19][CH2:20][C:21]3[CH:30]=[CH:29][C:28]4[C:23](=[CH:24][CH:25]=[CH:26][CH:27]=4)[N:22]=3)=[CH:17][CH:18]=2)=[CH:36][CH:35]=1. The catalyst class is: 95. (5) Reactant: [CH3:1][O:2][C:3]1[CH:11]=[C:10]2[C:6]([CH:7]=[C:8]([C:12]3([CH3:15])[CH2:14][CH2:13]3)[NH:9]2)=[CH:5][C:4]=1[CH3:16].[CH:17]([C:19]1[N:24]=[C:23]([C:25]([O:27][CH3:28])=[O:26])[CH:22]=[CH:21][CH:20]=1)=O.C([SiH](CC)CC)C.FC(F)(F)C(O)=O. Product: [CH3:1][O:2][C:3]1[CH:11]=[C:10]2[C:6]([C:7]([CH2:17][C:19]3[N:24]=[C:23]([C:25]([O:27][CH3:28])=[O:26])[CH:22]=[CH:21][CH:20]=3)=[C:8]([C:12]3([CH3:15])[CH2:13][CH2:14]3)[NH:9]2)=[CH:5][C:4]=1[CH3:16]. The catalyst class is: 96. (6) Reactant: [OH:1][C:2]1[CH:3]=[CH:4][CH:5]=[C:6]2[C:10]=1[C:9](=[O:11])[CH:8]([CH3:12])[CH2:7]2.N1C=CN=C1.[C:18]([Si:22]([CH3:25])([CH3:24])Cl)([CH3:21])([CH3:20])[CH3:19].O. Product: [O:1]([C:2]1[CH:3]=[CH:4][CH:5]=[C:6]2[C:10]=1[C:9](=[O:11])[CH:8]([CH3:12])[CH2:7]2)[Si:22]([C:18]([CH3:21])([CH3:20])[CH3:19])([CH3:25])[CH3:24]. The catalyst class is: 3.